From a dataset of Forward reaction prediction with 1.9M reactions from USPTO patents (1976-2016). Predict the product of the given reaction. (1) Given the reactants [CH3:1][C:2]([N:5]1[CH:9]=[C:8]([CH2:10][CH3:11])[C:7]([C:12]([O:14]CC)=[O:13])=[N:6]1)([CH3:4])[CH3:3].[OH-].[Na+], predict the reaction product. The product is: [CH3:1][C:2]([N:5]1[CH:9]=[C:8]([CH2:10][CH3:11])[C:7]([C:12]([OH:14])=[O:13])=[N:6]1)([CH3:3])[CH3:4]. (2) Given the reactants C[NH:2][CH2:3][CH2:4][CH2:5][NH:6]C.[Cl:8][C:9]1[CH:14]=[C:13]([Cl:15])[CH:12]=[CH:11][C:10]=1[S:16](Cl)(=[O:18])=[O:17].S(Cl)(Cl)(=O)=O.[S:25]1[C:29]2[CH:30]=[CH:31][CH:32]=[CH:33][C:28]=2[CH:27]=[C:26]1[C:34]([NH:36][C@@H:37]([CH2:41][CH:42]([Cl:44])[Cl:43])[C:38]([OH:40])=[O:39])=[O:35].CN1C2C(=CC=CC=2)C=C1C(N[C@H](C(O)=O)CC(C)C)=O.N[C@@H](CC(Cl)Cl)C(O)=O, predict the reaction product. The product is: [Cl:43][CH:42]([Cl:44])[CH2:41][C@H:37]([NH:36][C:34]([C:26]1[S:25][C:29]2[CH:30]=[CH:31][CH:32]=[CH:33][C:28]=2[CH:27]=1)=[O:35])[C:38]([NH:2][CH2:3][CH2:4][CH2:5][NH:6][S:16]([C:10]1[CH:11]=[CH:12][C:13]([Cl:15])=[CH:14][C:9]=1[Cl:8])(=[O:18])=[O:17])=[O:40].[S:25]1[C:29]2[CH:30]=[CH:31][CH:32]=[CH:33][C:28]=2[CH:27]=[C:26]1[C:34]([NH:36][C@@H:37]([CH2:41][CH:42]([Cl:43])[Cl:44])[C:38]([OH:40])=[O:39])=[O:35]. (3) Given the reactants [CH2:1]=[C:2]([CH:4]1[CH2:15][CH2:14][CH2:13][CH2:12][CH2:11][CH2:10][CH2:9][CH2:8][CH2:7][CH2:6][C:5]1=[O:16])[CH3:3].[CH2:17]([O:19][N:20]=[CH:21][CH3:22])[CH3:18].Cl[Sn](Cl)(Cl)Cl, predict the reaction product. The product is: [CH2:17]([O:19][N:20]1[CH:21]([CH3:22])[CH2:3][C:2]([CH3:1])=[CH:4][CH2:15][CH2:14][CH2:13][CH2:12][CH2:11][CH2:10][CH2:9][CH2:8][CH2:7][CH2:6][C:5]1=[O:16])[CH3:18]. (4) Given the reactants C([Li])CCC.CC1(C)CCCC(C)(C)N1.[Br:16][C:17]1[CH:22]=[CH:21][CH:20]=[C:19]([Cl:23])[CH:18]=1.[N:24](/[C:33]([O:35][C:36]([CH3:39])([CH3:38])[CH3:37])=[O:34])=[N:25]/[C:26]([O:28][C:29]([CH3:32])([CH3:31])[CH3:30])=[O:27], predict the reaction product. The product is: [Br:16][C:17]1[CH:22]=[CH:21][CH:20]=[C:19]([Cl:23])[C:18]=1[N:24]([C:33]([O:35][C:36]([CH3:39])([CH3:38])[CH3:37])=[O:34])[NH:25][C:26]([O:28][C:29]([CH3:30])([CH3:31])[CH3:32])=[O:27]. (5) Given the reactants [N:1]1[N:2]([C:6]2[CH:7]=[C:8]([NH:12][C:13]3[C:18]([C:19](=[O:21])[NH2:20])=[CH:17][N:16]=[C:15]([NH:22][C@@H:23]4[CH2:28][CH2:27][CH2:26][C@H:25]([OH:29])[C@@H:24]4[NH:30][C:31](=[O:37])[O:32][C:33]([CH3:36])([CH3:35])[CH3:34])[N:14]=3)[CH:9]=[CH:10][CH:11]=2)[N:3]=[CH:4][CH:5]=1, predict the reaction product. The product is: [N:1]1[N:2]([C:6]2[CH:7]=[C:8]([NH:12][C:13]3[C:18]([C:19](=[O:21])[NH2:20])=[CH:17][N:16]=[C:15]([NH:22][C@@H:23]4[CH2:28][CH2:27][CH2:26][C:25](=[O:29])[C@@H:24]4[NH:30][C:31](=[O:37])[O:32][C:33]([CH3:35])([CH3:34])[CH3:36])[N:14]=3)[CH:9]=[CH:10][CH:11]=2)[N:3]=[CH:4][CH:5]=1. (6) Given the reactants [C:1]([C:9]1[CH:15]=[CH:14][C:12]([NH2:13])=[CH:11][CH:10]=1)(=[O:8])[C:2]1[CH:7]=[CH:6][CH:5]=[CH:4][CH:3]=1.C(N(CC)CC)C.[C:23](Cl)(=[O:26])[CH:24]=[CH2:25], predict the reaction product. The product is: [C:1]([C:9]1[CH:10]=[CH:11][C:12]([NH:13][C:23](=[O:26])[CH:24]=[CH2:25])=[CH:14][CH:15]=1)(=[O:8])[C:2]1[CH:3]=[CH:4][CH:5]=[CH:6][CH:7]=1. (7) Given the reactants [CH2:1]([O:3][C:4]1[CH:9]=[CH:8][C:7]([S:10](Cl)(=[O:12])=[O:11])=[CH:6][C:5]=1[C:14]1[NH:19][C:18](=[O:20])[C:17]2=[C:21]([CH3:25])[N:22]=[C:23]([CH3:24])[N:16]2[N:15]=1)[CH3:2].[CH2:26]([NH:28][CH2:29][CH2:30][OH:31])[CH3:27], predict the reaction product. The product is: [CH2:1]([O:3][C:4]1[CH:9]=[CH:8][C:7]([S:10]([N:28]([CH2:26][CH3:27])[CH2:29][CH2:30][OH:31])(=[O:12])=[O:11])=[CH:6][C:5]=1[C:14]1[NH:19][C:18](=[O:20])[C:17]2=[C:21]([CH3:25])[N:22]=[C:23]([CH3:24])[N:16]2[N:15]=1)[CH3:2].